Predict the product of the given reaction. From a dataset of Forward reaction prediction with 1.9M reactions from USPTO patents (1976-2016). (1) Given the reactants CC1(C)C(C)(C)OB([C:9]2[CH:10]=[C:11]([CH:14]=[CH:15][CH:16]=2)[CH:12]=[O:13])O1.[F-].[K+].[CH2:20]([O:22][C:23](=[O:26])[CH2:24]Br)[CH3:21], predict the reaction product. The product is: [CH:12]([C:11]1[CH:10]=[C:9]([CH2:24][C:23]([O:22][CH2:20][CH3:21])=[O:26])[CH:16]=[CH:15][CH:14]=1)=[O:13]. (2) The product is: [C:10]([NH2:9])(=[O:17])[C:11]1[CH:16]=[CH:15][CH:14]=[CH:13][CH:12]=1. Given the reactants NC1C=CC2N=C([NH:9][C:10](=[O:17])[C:11]3[CH:16]=[CH:15][CH:14]=[CH:13][CH:12]=3)SC=2C=1.ClC1C2C(=CC(OC)=C(OC)C=2)N=CN=1.C(=O)([O-])O.[Na+], predict the reaction product. (3) Given the reactants [H-].[Na+].[C:3]([O:11][CH2:12][CH3:13])(=[O:10])[CH2:4][C:5]([O:7]CC)=O.O.Cl.[Cl:16][C:17]1[C:26]2[C:25](=O)[O:24][C:23](=O)[N:22](C)[C:21]=2[CH:20]=[CH:19][CH:18]=1, predict the reaction product. The product is: [Cl:16][C:17]1[CH:18]=[CH:19][CH:20]=[C:21]2[C:26]=1[C:25]([OH:24])=[C:4]([C:3]([O:11][CH2:12][CH3:13])=[O:10])[C:5](=[O:7])[N:22]2[CH3:23]. (4) Given the reactants [S:1]1[C:5]([C:6]2[C:7]([O:27][CH3:28])=[CH:8][C:9]([O:25][CH3:26])=[C:10](/[CH:12]=[CH:13]/[C:14]([C:16]3[CH:24]=[CH:23][C:19]([C:20](O)=[O:21])=[CH:18][CH:17]=3)=[O:15])[CH:11]=2)=[CH:4][C:3]2[CH:29]=[CH:30][CH:31]=[CH:32][C:2]1=2.Cl.C[N:35](C)CCCN=C=NCC.O.ON1C2C=CC=CC=2N=N1.[Cl-].[NH4+].C(N(CC)CC)C, predict the reaction product. The product is: [S:1]1[C:5]([C:6]2[C:7]([O:27][CH3:28])=[CH:8][C:9]([O:25][CH3:26])=[C:10](/[CH:12]=[CH:13]/[C:14]([C:16]3[CH:24]=[CH:23][C:19]([C:20]([NH2:35])=[O:21])=[CH:18][CH:17]=3)=[O:15])[CH:11]=2)=[CH:4][C:3]2[CH:29]=[CH:30][CH:31]=[CH:32][C:2]1=2. (5) Given the reactants [N+:1]([C:4]1[CH:9]=[CH:8][C:7]([N:10]([CH2:18][CH2:19][N:20]2[C:24]([NH:25][C:26]([C:39]3[CH:44]=[CH:43][CH:42]=[CH:41][CH:40]=3)([C:33]3[CH:38]=[CH:37][CH:36]=[CH:35][CH:34]=3)[C:27]3[CH:32]=[CH:31][CH:30]=[CH:29][CH:28]=3)=[CH:23][CH:22]=[N:21]2)[C:11](=[O:17])[O:12][C:13]([CH3:16])([CH3:15])[CH3:14])=[CH:6][CH:5]=1)([O-])=O.[H][H], predict the reaction product. The product is: [NH2:1][C:4]1[CH:5]=[CH:6][C:7]([N:10]([CH2:18][CH2:19][N:20]2[C:24]([NH:25][C:26]([C:39]3[CH:40]=[CH:41][CH:42]=[CH:43][CH:44]=3)([C:33]3[CH:34]=[CH:35][CH:36]=[CH:37][CH:38]=3)[C:27]3[CH:28]=[CH:29][CH:30]=[CH:31][CH:32]=3)=[CH:23][CH:22]=[N:21]2)[C:11](=[O:17])[O:12][C:13]([CH3:16])([CH3:15])[CH3:14])=[CH:8][CH:9]=1. (6) Given the reactants [CH3:1][O:2][C:3]1[CH:4]=[CH:5][CH:6]=[C:7]2[C:11]=1[NH:10][CH:9]=[C:8]2[C:12](=[O:14])[CH3:13].C([O-])([O-])=O.[Cs+].[Cs+].[Na+].[I-].[Cl:23][CH2:24][CH2:25][CH2:26]I, predict the reaction product. The product is: [Cl:23][CH2:24][CH2:25][CH2:26][N:10]1[C:11]2[C:7](=[CH:6][CH:5]=[CH:4][C:3]=2[O:2][CH3:1])[C:8]([C:12](=[O:14])[CH3:13])=[CH:9]1. (7) Given the reactants [C:1]([O:4][CH2:5][CH:6]([C:12]1[CH:17]=[CH:16][C:15]([NH:18][C:19]([C:21]2[N:22](COCC[Si](C)(C)C)[CH:23]=[C:24]([C:26]#[N:27])[N:25]=2)=[O:20])=[C:14]([C:36]2[CH2:41][CH2:40][CH2:39][CH2:38][CH:37]=2)[CH:13]=1)[CH2:7][O:8][C:9](=[O:11])[CH3:10])(=[O:3])[CH3:2].C(O)C.[C:45]([OH:51])([C:47]([F:50])([F:49])[F:48])=[O:46].CCOCC.CCCCCC, predict the reaction product. The product is: [F:48][C:47]([F:50])([F:49])[C:45]([OH:51])=[O:46].[C:9]([O:8][CH2:7][CH:6]([C:12]1[CH:17]=[CH:16][C:15]([NH:18][C:19]([C:21]2[NH:22][CH:23]=[C:24]([C:26]#[N:27])[N:25]=2)=[O:20])=[C:14]([C:36]2[CH2:41][CH2:40][CH2:39][CH2:38][CH:37]=2)[CH:13]=1)[CH2:5][O:4][C:1](=[O:3])[CH3:2])(=[O:11])[CH3:10]. (8) Given the reactants [NH:1]1[CH2:5][CH2:4][CH2:3][CH:2]1[CH2:6][CH2:7][CH2:8][C:9]([OH:11])=[O:10].[Br:12][C:13]1[CH:14]=[N:15][C:16](Cl)=[C:17]([CH:20]=1)[CH:18]=[O:19].[C:22](=O)([O-])[O-].[Na+].[Na+].Cl, predict the reaction product. The product is: [Br:12][C:13]1[CH:20]=[C:17]([CH:18]=[O:19])[C:16]([N:1]2[CH2:5][CH2:4][CH2:3][CH:2]2[CH2:6][CH2:7][CH2:8][C:9]([O:11][CH3:22])=[O:10])=[N:15][CH:14]=1. (9) Given the reactants Br[C:2]1[CH2:6][CH2:5][CH2:4][C:3]=1[N:7]1[C:15]2[CH:14]=[CH:13][C:12]([CH3:16])=[CH:11][C:10]=2[C:9]2[CH2:17][N:18]([CH3:21])[CH2:19][CH2:20][C:8]1=2.[CH3:22][N:23]([CH3:39])[C:24]1[N:29]=[CH:28][C:27](B2OC(C)(C)C(C)(C)O2)=[CH:26][N:25]=1.C(=O)([O-])[O-].[K+].[K+].O, predict the reaction product. The product is: [CH3:21][N:18]1[CH2:19][CH2:20][C:8]2[N:7]([C:3]3[CH2:4][CH2:5][CH2:6][C:2]=3[C:27]3[CH:28]=[N:29][C:24]([N:23]([CH3:22])[CH3:39])=[N:25][CH:26]=3)[C:15]3[CH:14]=[CH:13][C:12]([CH3:16])=[CH:11][C:10]=3[C:9]=2[CH2:17]1. (10) The product is: [O:1]1[C:6]2[CH:7]=[CH:8][C:9]([N:11]3[CH:27]=[C:28]([C:29]([O:31][CH2:32][CH3:33])=[O:30])[N:13]=[C:12]3[C:14]3[CH:15]=[CH:16][C:17]([CH3:20])=[CH:18][CH:19]=3)=[CH:10][C:5]=2[O:4][CH2:3][CH2:2]1. Given the reactants [O:1]1[C:6]2[CH:7]=[CH:8][C:9]([NH:11][C:12]([C:14]3[CH:19]=[CH:18][C:17]([CH3:20])=[CH:16][CH:15]=3)=[NH:13])=[CH:10][C:5]=2[O:4][CH2:3][CH2:2]1.C(=O)(O)[O-].[Na+].Br[CH2:27][C:28](=O)[C:29]([O:31][CH2:32][CH3:33])=[O:30], predict the reaction product.